From a dataset of Reaction yield outcomes from USPTO patents with 853,638 reactions. Predict the reaction yield, written as a fraction of the theoretical maximum amount of product (1.0 means a 100% yield; for example, 0.34 means a 34% yield). (1) The reactants are [Cl:1][C:2]1[CH:11]=[CH:10][C:9]([N:12]2[CH2:17][CH2:16][CH:15]([N:18]([CH3:20])[CH3:19])[CH2:14][CH2:13]2)=[CH:8][C:3]=1[C:4](OC)=[O:5].[NH3:21]. The catalyst is CO. The product is [Cl:1][C:2]1[CH:11]=[CH:10][C:9]([N:12]2[CH2:17][CH2:16][CH:15]([N:18]([CH3:20])[CH3:19])[CH2:14][CH2:13]2)=[CH:8][C:3]=1[C:4]([NH2:21])=[O:5]. The yield is 0.840. (2) The reactants are [N+:1]([C:4]1[CH:9]=[C:8]([C:10]2[CH:15]=[CH:14][CH:13]=[C:12]([NH:16][C:17](=[O:22])[C:18]([F:21])([F:20])[F:19])[CH:11]=2)[CH:7]=[CH:6][C:5]=1[CH:23](C(OC)=O)[C:24]([O:26]C)=[O:25])([O-:3])=[O:2]. The catalyst is Cl. The product is [N+:1]([C:4]1[CH:9]=[C:8]([C:10]2[CH:15]=[CH:14][CH:13]=[C:12]([NH:16][C:17](=[O:22])[C:18]([F:19])([F:20])[F:21])[CH:11]=2)[CH:7]=[CH:6][C:5]=1[CH2:23][C:24]([OH:26])=[O:25])([O-:3])=[O:2]. The yield is 0.730. (3) The reactants are [Cl:1][C:2]1[CH:7]=[C:6]([Cl:8])[CH:5]=[CH:4][C:3]=1[C@H:9]([NH:11][C:12]1[CH:17]=[C:16]([N:18]2[CH2:23][CH2:22][NH:21][CH2:20][CH2:19]2)[CH:15]=[CH:14][C:13]=1[F:24])[CH3:10].C(OC([N:32]1[CH2:37][CH2:36][CH2:35][CH2:34][C@@H:33]1[C:38](O)=[O:39])=O)(C)(C)C.CN(C(ON1N=NC2C=CC=NC1=2)=[N+](C)C)C.F[P-](F)(F)(F)(F)F.CCN(C(C)C)C(C)C. The catalyst is CN(C=O)C. The product is [Cl:1][C:2]1[CH:7]=[C:6]([Cl:8])[CH:5]=[CH:4][C:3]=1[C@H:9]([NH:11][C:12]1[CH:17]=[C:16]([N:18]2[CH2:23][CH2:22][N:21]([C:38]([C@H:33]3[CH2:34][CH2:35][CH2:36][CH2:37][NH:32]3)=[O:39])[CH2:20][CH2:19]2)[CH:15]=[CH:14][C:13]=1[F:24])[CH3:10]. The yield is 0.650. (4) The reactants are [F:1][C:2]1[N:7]=[CH:6][C:5]([C:8]2[CH:13]=[CH:12][C:11](=[O:14])[N:10]([CH2:15][O:16][CH2:17][CH2:18][Si:19]([CH3:22])([CH3:21])[CH3:20])[CH:9]=2)=[CH:4][CH:3]=1. The catalyst is CO.[Pd]. The product is [F:1][C:2]1[N:7]=[CH:6][C:5]([CH:8]2[CH2:9][N:10]([CH2:15][O:16][CH2:17][CH2:18][Si:19]([CH3:21])([CH3:20])[CH3:22])[C:11](=[O:14])[CH2:12][CH2:13]2)=[CH:4][CH:3]=1. The yield is 0.920. (5) The reactants are [NH2:1][C:2]1[C:3]([CH3:28])=[C:4]([C:8]2[C:20]3[C:19]4[C:14](=[CH:15][C:16]([CH:21]([OH:24])[CH2:22][OH:23])=[CH:17][CH:18]=4)[NH:13][C:12]=3[C:11]([C:25]([NH2:27])=[O:26])=[CH:10][CH:9]=2)[CH:5]=[CH:6][CH:7]=1.[F:29][C:30]1[CH:31]=[CH:32][C:33]([C:36](O)=[O:37])=[N:34][CH:35]=1.C1C=NC2N(O)N=NC=2C=1.C(Cl)CCl.CCN(C(C)C)C(C)C. The catalyst is C(#N)C.C1COCC1. The product is [OH:24][CH:21]([C:16]1[CH:15]=[C:14]2[C:19]([C:20]3[C:8]([C:4]4[CH:5]=[CH:6][CH:7]=[C:2]([NH:1][C:36](=[O:37])[C:33]5[CH:32]=[CH:31][C:30]([F:29])=[CH:35][N:34]=5)[C:3]=4[CH3:28])=[CH:9][CH:10]=[C:11]([C:25]([NH2:27])=[O:26])[C:12]=3[NH:13]2)=[CH:18][CH:17]=1)[CH2:22][OH:23]. The yield is 0.530. (6) The reactants are [OH:1][C:2]1[CH:3]=[C:4]([CH:7]=[CH:8][CH:9]=1)[CH:5]=[O:6].C(N(CC)CC)C.[CH3:17][S:18](Cl)(=[O:20])=[O:19]. The product is [CH3:17][S:18]([O:1][C:2]1[CH:9]=[CH:8][CH:7]=[C:4]([CH:5]=[O:6])[CH:3]=1)(=[O:20])=[O:19]. The catalyst is C(OCC)(=O)C. The yield is 1.00. (7) The reactants are [CH3:1][C:2]1([CH3:29])[O:7][CH2:6][CH:5]([CH2:8][O:9][C:10]2[C:15]([CH3:16])=[CH:14][N:13]=[C:12]([CH2:17][S:18][C:19]3[NH:23][C:22]4[CH:24]=[CH:25][CH:26]=[CH:27][C:21]=4[N:20]=3)[C:11]=2[CH3:28])[CH2:4][O:3]1.C(N(CC)C(C)C)(C)C.[O-]O.C1(C(C)C)C=CC=CC=1.C(=O)([O-])[OH:51].[Na+].S([O-])([O-])(=O)=S.[Na+].[Na+]. The catalyst is C1(C)C=CC=CC=1.[O-]CCCC.[O-]CCCC.[O-]CCCC.[O-]CCCC.[Hf+4]. The product is [CH3:1][C:2]1([CH3:29])[O:3][CH2:4][CH:5]([CH2:8][O:9][C:10]2[C:15]([CH3:16])=[CH:14][N:13]=[C:12]([CH2:17][S:18]([C:19]3[NH:20][C:21]4[CH:27]=[CH:26][CH:25]=[CH:24][C:22]=4[N:23]=3)=[O:51])[C:11]=2[CH3:28])[CH2:6][O:7]1. The yield is 0.400. (8) The reactants are Cl.[CH3:2][O:3][C:4](=[O:30])[C@@H:5]([NH:8][C:9]([C:11]1[C:12]([CH3:29])=[N:13][C:14]([NH:18][CH2:19][CH2:20][CH2:21][C:22]2[CH:27]=[CH:26][CH:25]=[C:24]([OH:28])[CH:23]=2)=[N:15][C:16]=1[CH3:17])=[O:10])[CH2:6][NH2:7].[S:31]1[CH:35]=[CH:34][C:33]([C:36](O)=[O:37])=[CH:32]1.C(N(CC)CC)C.CN(C(ON1N=NC2C=CC=CC1=2)=[N+](C)C)C.F[P-](F)(F)(F)(F)F.C1C=CC2N(O)N=NC=2C=1. The catalyst is CN(C=O)C.[Cl-].[Na+].O. The product is [CH3:2][O:3][C:4](=[O:30])[C@@H:5]([NH:8][C:9]([C:11]1[C:12]([CH3:29])=[N:13][C:14]([NH:18][CH2:19][CH2:20][CH2:21][C:22]2[CH:27]=[CH:26][CH:25]=[C:24]([OH:28])[CH:23]=2)=[N:15][C:16]=1[CH3:17])=[O:10])[CH2:6][NH:7][C:36]([C:33]1[CH:34]=[CH:35][S:31][CH:32]=1)=[O:37]. The yield is 0.760.